Predict the reactants needed to synthesize the given product. From a dataset of Full USPTO retrosynthesis dataset with 1.9M reactions from patents (1976-2016). (1) Given the product [F:17][C:16]([F:19])([F:18])[S:13]([C:10]1[CH:11]=[CH:12][C:6]2[CH2:5][O:4][CH:3]([CH2:2][NH:22][CH2:20][CH3:21])[O:8][C:7]=2[CH:9]=1)(=[O:15])=[O:14], predict the reactants needed to synthesize it. The reactants are: Br[CH2:2][CH:3]1[O:8][C:7]2[CH:9]=[C:10]([S:13]([C:16]([F:19])([F:18])[F:17])(=[O:15])=[O:14])[CH:11]=[CH:12][C:6]=2[CH2:5][O:4]1.[CH2:20]([NH2:22])[CH3:21]. (2) Given the product [Cl:1][C:2]1[CH:7]=[CH:6][C:5]([N:8]2[C:12]([CH:13]3[CH2:16][CH2:15][CH2:14]3)=[C:11]([NH2:27])[CH:10]=[N:9]2)=[CH:4][CH:3]=1, predict the reactants needed to synthesize it. The reactants are: [Cl:1][C:2]1[CH:7]=[CH:6][C:5]([N:8]2[C:12]([CH:13]3[CH2:16][CH2:15][CH2:14]3)=[C:11](C(O)=O)[CH:10]=[N:9]2)=[CH:4][CH:3]=1.C(Cl)(=O)C(Cl)=O.C[N:27](C=O)C.[N-]=[N+]=[N-].[Na+]. (3) Given the product [ClH:25].[Cl:25][C:26]1[CH:27]=[CH:28][CH:29]=[C:30]2[C:47]=1[O:46][C:33]1([CH2:34][CH2:35][NH:36][CH2:37][CH2:38]1)[CH2:32][C:31]2=[O:48], predict the reactants needed to synthesize it. The reactants are: FC1C=C2C(C(=O)CC3(O2)CCN(C(OC(C)(C)C)=O)CC3)=CC=1.[Cl:25][C:26]1[CH:27]=[CH:28][CH:29]=[C:30]2[C:47]=1[O:46][C:33]1([CH2:38][CH2:37][N:36](C(OC(C)(C)C)=O)[CH2:35][CH2:34]1)[CH2:32][C:31]2=[O:48].